Dataset: Full USPTO retrosynthesis dataset with 1.9M reactions from patents (1976-2016). Task: Predict the reactants needed to synthesize the given product. (1) Given the product [NH2:26][C:24](=[O:25])[CH:23]([NH:22][C:12]([C:9]1[CH:8]=[C:7]([O:15][CH2:16][C:17]([F:20])([F:19])[F:18])[C:6]([N:4]2[CH2:5][C:2]([F:1])([F:21])[CH2:3]2)=[CH:11][N:10]=1)=[O:13])[C:27]([CH3:30])([CH3:29])[CH3:28], predict the reactants needed to synthesize it. The reactants are: [F:1][C:2]1([F:21])[CH2:5][N:4]([C:6]2[C:7]([O:15][CH2:16][C:17]([F:20])([F:19])[F:18])=[CH:8][C:9]([C:12](O)=[O:13])=[N:10][CH:11]=2)[CH2:3]1.[NH2:22][CH:23]([C:27]([CH3:30])([CH3:29])[CH3:28])[C:24]([NH2:26])=[O:25].Cl. (2) Given the product [Br:11][C:6]1[N:5]=[C:4]([C:9]#[N:10])[C:3]([O:2][CH3:1])=[CH:8][CH:7]=1, predict the reactants needed to synthesize it. The reactants are: [CH3:1][O:2][C:3]1[C:4]([C:9]#[N:10])=[N:5][CH:6]=[CH:7][CH:8]=1.[Br:11]N1C(=O)CCC1=O. (3) Given the product [Br:1][C:2]1[CH:3]=[N:4][C:5]2[N:6]([N:8]=[C:9]([C:11]([N:16]3[CH2:17][CH2:18][C:19]4[C:24](=[CH:23][CH:22]=[CH:21][C:20]=4[C:25](=[O:27])[CH3:26])[CH:15]3[CH3:14])=[O:13])[CH:10]=2)[CH:7]=1, predict the reactants needed to synthesize it. The reactants are: [Br:1][C:2]1[CH:3]=[N:4][C:5]2[N:6]([N:8]=[C:9]([C:11]([OH:13])=O)[CH:10]=2)[CH:7]=1.[CH3:14][CH:15]1[C:24]2[C:19](=[C:20]([C:25](=[O:27])[CH3:26])[CH:21]=[CH:22][CH:23]=2)[CH2:18][CH2:17][NH:16]1. (4) Given the product [Cl:28][C:4]1[CH:3]=[C:2]([C:41]2[CH:42]=[CH:43][C:38]([CH2:37][C:35]#[N:36])=[CH:39][CH:40]=2)[CH:7]=[CH:6][C:5]=1[CH:8]([CH3:27])[C:9]([C:15]1[CH:26]=[CH:25][C:18]2[N:19]([CH3:24])[C:20](=[O:23])[N:21]([CH3:22])[C:17]=2[CH:16]=1)([OH:14])[C:10]([F:13])([F:12])[F:11], predict the reactants needed to synthesize it. The reactants are: Br[C:2]1[CH:7]=[CH:6][C:5]([CH:8]([CH3:27])[C:9]([C:15]2[CH:26]=[CH:25][C:18]3[N:19]([CH3:24])[C:20](=[O:23])[N:21]([CH3:22])[C:17]=3[CH:16]=2)([OH:14])[C:10]([F:13])([F:12])[F:11])=[C:4]([Cl:28])[CH:3]=1.C([O-])([O-])=O.[Cs+].[Cs+].[C:35]([CH2:37][C:38]1[CH:43]=[CH:42][C:41](B(O)O)=[CH:40][CH:39]=1)#[N:36].O. (5) Given the product [Br:1][C:2]1[CH:7]=[CH:6][C:5]([Cl:8])=[CH:4][C:3]=1[CH2:9][CH2:10][Cl:14], predict the reactants needed to synthesize it. The reactants are: [Br:1][C:2]1[CH:7]=[CH:6][C:5]([Cl:8])=[CH:4][C:3]=1[CH2:9][CH2:10]O.S(Cl)([Cl:14])=O. (6) Given the product [O:3]=[C:4]1[CH2:12][C:11]2[C:6](=[CH:7][C:8]([C:13]([OH:15])=[O:14])=[CH:9][CH:10]=2)[NH:5]1, predict the reactants needed to synthesize it. The reactants are: [OH-].[Na+].[O:3]=[C:4]1[CH2:12][C:11]2[C:6](=[CH:7][C:8]([C:13]([O:15]C)=[O:14])=[CH:9][CH:10]=2)[NH:5]1. (7) Given the product [CH2:15]([N:4]([CH2:3][CH2:2][NH:1][C:39]([C:34]1[CH:33]=[N:32][C:31]2[C:36](=[CH:37][CH:38]=[C:29]([I:28])[CH:30]=2)[N:35]=1)=[O:40])[CH2:5][CH2:6][O:7][C:8]1[C:9]([F:14])=[N:10][CH:11]=[CH:12][CH:13]=1)[CH3:16], predict the reactants needed to synthesize it. The reactants are: [NH2:1][CH2:2][CH2:3][N:4]([CH2:15][CH3:16])[CH2:5][CH2:6][O:7][C:8]1[C:9]([F:14])=[N:10][CH:11]=[CH:12][CH:13]=1.C[Al](C)C.CCCCCCC.[I:28][C:29]1[CH:30]=[C:31]2[C:36](=[CH:37][CH:38]=1)[N:35]=[C:34]([C:39](OCC)=[O:40])[CH:33]=[N:32]2. (8) The reactants are: [Cl:1][C:2]1[CH:7]=[CH:6][C:5]([CH:8]([C:20]2[CH:25]=[CH:24][C:23]([Cl:26])=[CH:22][CH:21]=2)[C:9]2[CH:10]=[C:11]3[C:16](=[CH:17][CH:18]=2)[N:15]=[CH:14][N:13]=[C:12]3Cl)=[CH:4][CH:3]=1.[NH2:27][CH:28]1[CH2:33][CH2:32][N:31]([C:34]([O:36][C:37]([CH3:40])([CH3:39])[CH3:38])=[O:35])[CH2:30][CH2:29]1.C(N(CC)CC)C. Given the product [Cl:1][C:2]1[CH:7]=[CH:6][C:5]([CH:8]([C:20]2[CH:21]=[CH:22][C:23]([Cl:26])=[CH:24][CH:25]=2)[C:9]2[CH:10]=[C:11]3[C:16](=[CH:17][CH:18]=2)[N:15]=[CH:14][N:13]=[C:12]3[NH:27][CH:28]2[CH2:29][CH2:30][N:31]([C:34]([O:36][C:37]([CH3:40])([CH3:39])[CH3:38])=[O:35])[CH2:32][CH2:33]2)=[CH:4][CH:3]=1, predict the reactants needed to synthesize it. (9) Given the product [CH3:1][O:2][C:3]1[CH:4]=[C:5]2[C:10](=[CH:11][CH:12]=1)[CH2:9][CH:8]([CH3:14])[CH2:7][CH2:6]2, predict the reactants needed to synthesize it. The reactants are: [CH3:1][O:2][C:3]1[CH:4]=[C:5]2[C:10](=[CH:11][CH:12]=1)[CH:9](O)[CH:8]([CH3:14])[CH2:7][CH2:6]2.C([SiH](CC)CC)C.C([O-])([O-])=O.[K+].[K+]. (10) Given the product [NH2:1][C:2]1[S:10][C:5]2[CH2:6][O:7][CH2:8][CH2:9][C:4]=2[C:3]=1[C:11]([OH:13])=[O:12], predict the reactants needed to synthesize it. The reactants are: [NH2:1][C:2]1[S:10][C:5]2[CH2:6][O:7][CH2:8][CH2:9][C:4]=2[C:3]=1[C:11]([O:13]CC)=[O:12].